From a dataset of Forward reaction prediction with 1.9M reactions from USPTO patents (1976-2016). Predict the product of the given reaction. (1) Given the reactants [F:1][C:2]([F:16])([F:15])[C:3]1[S:7][C:6]2[C:8]([C:12](Cl)=[O:13])=[CH:9][CH:10]=[CH:11][C:5]=2[CH:4]=1.[CH3:17][OH:18], predict the reaction product. The product is: [F:1][C:2]([F:16])([F:15])[C:3]1[S:7][C:6]2[C:8]([C:12]([O:18][CH3:17])=[O:13])=[CH:9][CH:10]=[CH:11][C:5]=2[CH:4]=1. (2) Given the reactants [C:1]1([C:7]2[N:12]=[CH:11][C:10]([C:13]3[S:14][CH:15]=[C:16]([C:18]([OH:20])=O)[N:17]=3)=[CH:9][N:8]=2)[CH:6]=[CH:5][CH:4]=[CH:3][CH:2]=1.CCN=C=NCCCN(C)C.C1C=CC2N(O)N=NC=2C=1.[CH3:42][O:43][CH2:44][CH2:45][CH2:46][NH2:47].C(N(C(C)C)CC)(C)C, predict the reaction product. The product is: [CH3:42][O:43][CH2:44][CH2:45][CH2:46][NH:47][C:18]([C:16]1[N:17]=[C:13]([C:10]2[CH:11]=[N:12][C:7]([C:1]3[CH:2]=[CH:3][CH:4]=[CH:5][CH:6]=3)=[N:8][CH:9]=2)[S:14][CH:15]=1)=[O:20].